Dataset: Full USPTO retrosynthesis dataset with 1.9M reactions from patents (1976-2016). Task: Predict the reactants needed to synthesize the given product. Given the product [ClH:1].[O:15]1[CH2:16][CH2:17][CH2:18][NH:19][CH2:20][C@@H:14]1[C:11]1[CH:10]=[CH:9][C:8]([NH:7][C:5](=[O:6])[C:4]2[CH:28]=[CH:29][CH:30]=[C:2]([Cl:1])[CH:3]=2)=[CH:13][CH:12]=1, predict the reactants needed to synthesize it. The reactants are: [Cl:1][C:2]1[CH:3]=[C:4]([CH:28]=[CH:29][CH:30]=1)[C:5]([NH:7][C:8]1[CH:13]=[CH:12][C:11]([C@H:14]2[CH2:20][N:19](C(OC(C)(C)C)=O)[CH2:18][CH2:17][CH2:16][O:15]2)=[CH:10][CH:9]=1)=[O:6].Cl.